This data is from Cav3 T-type calcium channel HTS with 100,875 compounds. The task is: Binary Classification. Given a drug SMILES string, predict its activity (active/inactive) in a high-throughput screening assay against a specified biological target. The result is 0 (inactive). The compound is O1C(CCC1)C(NC(=O)c1cc2c(oc1=O)c(OC)ccc2)C.